From a dataset of Forward reaction prediction with 1.9M reactions from USPTO patents (1976-2016). Predict the product of the given reaction. (1) Given the reactants [Cl:1][C:2]1[N:7]=[C:6]([NH2:8])[CH:5]=[CH:4][N:3]=1.[H-].[Na+].[Br:11][C:12]1[CH:17]=[C:16](F)[C:15]([N+:19]([O-:21])=[O:20])=[CH:14][C:13]=1[F:22].O, predict the reaction product. The product is: [Br:11][C:12]1[C:13]([F:22])=[CH:14][C:15]([N+:19]([O-:21])=[O:20])=[C:16]([NH:8][C:6]2[CH:5]=[CH:4][N:3]=[C:2]([Cl:1])[N:7]=2)[CH:17]=1. (2) Given the reactants [F:1][C:2]1[C:3]([O:23]C)=[CH:4][C:5]([CH2:18][C:19]([F:22])([F:21])[F:20])=[C:6]([C:8]2[N:13]=[CH:12][C:11]3[C:14]([I:17])=[N:15][NH:16][C:10]=3[CH:9]=2)[CH:7]=1.B(Br)(Br)Br, predict the reaction product. The product is: [F:1][C:2]1[CH:7]=[C:6]([C:8]2[N:13]=[CH:12][C:11]3[C:14]([I:17])=[N:15][NH:16][C:10]=3[CH:9]=2)[C:5]([CH2:18][C:19]([F:21])([F:20])[F:22])=[CH:4][C:3]=1[OH:23]. (3) Given the reactants Cl[C:2]1[CH:11]=[CH:10][C:9]2[C:4](=[CH:5][CH:6]=[C:7]([Cl:22])[C:8]=2[NH:12][C:13](=[O:21])[CH2:14][CH:15]2[CH2:20][CH2:19][CH2:18][CH2:17][CH2:16]2)[N:3]=1.[NH:23]1[CH2:27][CH2:26][C@H:25]([O:28][CH2:29][CH2:30][C:31]#[N:32])[CH2:24]1, predict the reaction product. The product is: [Cl:22][C:7]1[C:8]([NH:12][C:13](=[O:21])[CH2:14][CH:15]2[CH2:20][CH2:19][CH2:18][CH2:17][CH2:16]2)=[C:9]2[C:4](=[CH:5][CH:6]=1)[N:3]=[C:2]([N:23]1[CH2:27][CH2:26][C@H:25]([O:28][CH2:29][CH2:30][C:31]#[N:32])[CH2:24]1)[CH:11]=[CH:10]2.